Dataset: CYP2D6 inhibition data for predicting drug metabolism from PubChem BioAssay. Task: Regression/Classification. Given a drug SMILES string, predict its absorption, distribution, metabolism, or excretion properties. Task type varies by dataset: regression for continuous measurements (e.g., permeability, clearance, half-life) or binary classification for categorical outcomes (e.g., BBB penetration, CYP inhibition). Dataset: cyp2d6_veith. (1) The molecule is CCC(C)(C(=O)NC1CCCC1)N(C(=O)c1ccccn1)c1ccccc1. The result is 0 (non-inhibitor). (2) The molecule is CN1CCCC[C@@H]1CCN1CCCCC1. The result is 0 (non-inhibitor).